From a dataset of Forward reaction prediction with 1.9M reactions from USPTO patents (1976-2016). Predict the product of the given reaction. Given the reactants [C:1]1(=[O:11])[C:10]2[C:5](=[CH:6][CH:7]=[CH:8][CH:9]=2)[CH:4]=[CH:3][CH2:2]1, predict the reaction product. The product is: [C@@H:1]1([OH:11])[C:10]2[C:5](=[CH:6][CH:7]=[CH:8][CH:9]=2)[CH2:4][CH2:3][CH2:2]1.